Dataset: Catalyst prediction with 721,799 reactions and 888 catalyst types from USPTO. Task: Predict which catalyst facilitates the given reaction. (1) Reactant: [C:1]([OH:9])(=[O:8])[C:2]1[CH:7]=[CH:6][CH:5]=[CH:4][CH:3]=1.[CH:10]([NH:13][CH:14]1[CH2:19][CH2:18][N:17]([CH2:20][C:21]2[CH:22]=[N:23][CH:24]=[CH:25][C:26]=2[O:27][CH3:28])[CH2:16][CH2:15]1)([CH3:12])[CH3:11]. Product: [C:1]([OH:9])(=[O:8])[C:2]1[CH:7]=[CH:6][CH:5]=[CH:4][CH:3]=1.[CH:10]([NH:13][CH:14]1[CH2:15][CH2:16][N:17]([CH2:20][C:21]2[CH:22]=[N:23][CH:24]=[CH:25][C:26]=2[O:27][CH3:28])[CH2:18][CH2:19]1)([CH3:12])[CH3:11]. The catalyst class is: 237. (2) Reactant: Cl[C:2]1[C:11]([C:12]#[N:13])=[CH:10][C:9]2[C:8](=[O:14])[CH2:7][C:6]([CH3:16])([CH3:15])[CH2:5][C:4]=2[N:3]=1.[CH:17]1([NH2:22])[CH2:21][CH2:20][CH2:19][CH2:18]1.C(N(CC)CC)C.O. Product: [CH:17]1([NH:22][C:2]2[C:11]([C:12]#[N:13])=[CH:10][C:9]3[C:8](=[O:14])[CH2:7][C:6]([CH3:16])([CH3:15])[CH2:5][C:4]=3[N:3]=2)[CH2:21][CH2:20][CH2:19][CH2:18]1. The catalyst class is: 8.